Predict the reaction yield, written as a fraction of the theoretical maximum amount of product (1.0 means a 100% yield; for example, 0.34 means a 34% yield). From a dataset of Reaction yield outcomes from USPTO patents with 853,638 reactions. (1) The reactants are [F:1][C:2]1[CH:7]=[CH:6][C:5]([CH2:8][OH:9])=[CH:4][C:3]=1[O:10][CH3:11]. The catalyst is ClCCl.[O-2].[O-2].[Mn+4]. The product is [F:1][C:2]1[CH:7]=[CH:6][C:5]([CH:8]=[O:9])=[CH:4][C:3]=1[O:10][CH3:11]. The yield is 0.850. (2) The reactants are [CH3:1][O:2]/[N:3]=[C:4](/[C:15]1[CH:20]=[CH:19][CH:18]=[CH:17][CH:16]=1)\[CH2:5][O:6][C:7]1[CH:12]=[CH:11][C:10]([CH2:13][OH:14])=[CH:9][CH:8]=1.O[C:22]1[CH:34]=[CH:33][C:25]([O:26][CH2:27][C:28]([O:30]CC)=[O:29])=[CH:24][CH:23]=1. No catalyst specified. The product is [CH3:1][O:2]/[N:3]=[C:4](/[C:15]1[CH:20]=[CH:19][CH:18]=[CH:17][CH:16]=1)\[CH2:5][O:6][C:7]1[CH:12]=[CH:11][C:10]([CH2:13][O:14][C:22]2[CH:34]=[CH:33][C:25]([O:26][CH2:27][C:28]([OH:30])=[O:29])=[CH:24][CH:23]=2)=[CH:9][CH:8]=1. The yield is 0.137. (3) The reactants are [CH3:1][C:2]1[C:3]([C:8]#[N:9])=[N:4][CH:5]=[CH:6][CH:7]=1.[OH:10]O. The catalyst is C[Re](=O)(=O)=O.C(Cl)Cl. The product is [CH3:1][C:2]1[C:3]([C:8]#[N:9])=[N+:4]([O-:10])[CH:5]=[CH:6][CH:7]=1. The yield is 0.867. (4) The reactants are Br[CH2:2][C:3]([C:5]1[CH:10]=[CH:9][CH:8]=[CH:7][CH:6]=1)=[O:4].[C:11]1(=[O:21])[NH:15][C:14](=[O:16])[C:13]2=[CH:17][CH:18]=[CH:19][CH:20]=[C:12]12.[K].O. The catalyst is CN(C=O)C. The product is [C:11]1(=[O:21])[N:15]([CH2:2][C:3]([C:5]2[CH:10]=[CH:9][CH:8]=[CH:7][CH:6]=2)=[O:4])[C:14](=[O:16])[C:13]2=[CH:17][CH:18]=[CH:19][CH:20]=[C:12]12. The yield is 0.860. (5) The reactants are [C:1]([O:7][CH2:8][C:9]1[CH:14]=[CH:13][CH:12]=[CH:11][CH:10]=1)(=[O:6])[CH2:2][CH2:3][C:4]#[CH:5].[CH2:15]([SnH:19]([CH2:24][CH2:25][CH2:26][CH3:27])[CH2:20][CH2:21][CH2:22][CH3:23])[CH2:16][CH2:17][CH3:18]. The catalyst is CC(N=NC(C#N)(C)C)(C#N)C. The product is [CH2:24]([Sn:19]([CH2:15][CH2:16][CH2:17][CH3:18])([CH2:20][CH2:21][CH2:22][CH3:23])/[CH:5]=[CH:4]/[CH2:3][CH2:2][C:1]([O:7][CH2:8][C:9]1[CH:10]=[CH:11][CH:12]=[CH:13][CH:14]=1)=[O:6])[CH2:25][CH2:26][CH3:27]. The yield is 0.740. (6) The reactants are [OH:1][CH:2]1[CH2:20][CH:19]2[N:4]([C:5](=[O:39])[CH:6]([NH:31][C:32]([O:34][C:35]([CH3:38])([CH3:37])[CH3:36])=[O:33])[CH2:7][CH2:8][CH2:9][CH2:10][CH2:11][CH:12]=[CH:13][CH:14]3[C:16]([C:22]([NH:24][S:25]([CH:28]4[CH2:30][CH2:29]4)(=[O:27])=[O:26])=[O:23])([NH:17][C:18]2=[O:21])[CH2:15]3)[CH2:3]1.[N:40]1[CH:45]=[CH:44][N:43]=[CH:42][C:41]=1[C:46](Cl)=[O:47]. No catalyst specified. The product is [N:40]1[CH:45]=[CH:44][N:43]=[CH:42][C:41]=1[C:46]([O:1][CH:2]1[CH2:20][CH:19]2[N:4]([C:5](=[O:39])[CH:6]([NH:31][C:32]([O:34][C:35]([CH3:36])([CH3:38])[CH3:37])=[O:33])[CH2:7][CH2:8][CH2:9][CH2:10][CH2:11][CH:12]=[CH:13][CH:14]3[C:16]([C:22]([NH:24][S:25]([CH:28]4[CH2:30][CH2:29]4)(=[O:27])=[O:26])=[O:23])([NH:17][C:18]2=[O:21])[CH2:15]3)[CH2:3]1)=[O:47]. The yield is 0.520.